This data is from Catalyst prediction with 721,799 reactions and 888 catalyst types from USPTO. The task is: Predict which catalyst facilitates the given reaction. (1) Reactant: Cl[C:2]1[C:3](=[O:25])[N:4]([CH2:17][CH2:18][C:19]2[CH:24]=[CH:23][CH:22]=[CH:21][CH:20]=2)[C:5]([C:9]2[CH:14]=[CH:13][CH:12]=[CH:11][C:10]=2[O:15][CH3:16])=[N:6][C:7]=1[CH3:8].[F-].[Cs+].C([Sn](CCCC)(CCCC)[C:33]1[S:34][CH:35]=[CH:36][CH:37]=1)CCC. Product: [CH3:8][C:7]1[N:6]=[C:5]([C:9]2[CH:14]=[CH:13][CH:12]=[CH:11][C:10]=2[O:15][CH3:16])[N:4]([CH2:17][CH2:18][C:19]2[CH:24]=[CH:23][CH:22]=[CH:21][CH:20]=2)[C:3](=[O:25])[C:2]=1[C:33]1[S:34][CH:35]=[CH:36][CH:37]=1. The catalyst class is: 12. (2) Reactant: [N:1]([CH:4]1[CH2:10][CH:9]2[N:11]([CH2:12][C:13]3[CH:18]=[CH:17][CH:16]=[CH:15][CH:14]=3)[CH:6]([CH2:7][CH2:8]2)[CH2:5]1)=[N+]=[N-].C1(P(C2C=CC=CC=2)C2C=CC=CC=2)C=CC=CC=1. Product: [CH2:12]([N:11]1[CH:9]2[CH2:8][CH2:7][CH:6]1[CH2:5][CH:4]([NH2:1])[CH2:10]2)[C:13]1[CH:14]=[CH:15][CH:16]=[CH:17][CH:18]=1. The catalyst class is: 20. (3) Reactant: [Cl:1][C:2]1[CH:9]=[CH:8][C:5]([CH2:6][NH2:7])=[CH:4][CH:3]=1.Br.Br[CH2:12][CH2:13][N:14]([CH2:17][CH3:18])[CH2:15][CH3:16].C(N(CC)CC)C. Product: [Cl:1][C:2]1[CH:9]=[CH:8][C:5]([CH2:6][NH:7][CH2:12][CH2:13][N:14]([CH2:17][CH3:18])[CH2:15][CH3:16])=[CH:4][CH:3]=1. The catalyst class is: 4. (4) Reactant: [C:1]([C:5]1[CH:6]=[CH:7][C:8]([OH:16])=[C:9]([C:11]([CH3:15])([CH3:14])[C:12]#[N:13])[CH:10]=1)([CH3:4])([CH3:3])[CH3:2].CCN(C(C)C)C(C)C.Cl[C:27]([O:29][CH3:30])=[O:28]. Product: [C:27](=[O:28])([O:29][CH3:30])[O:16][C:8]1[CH:7]=[CH:6][C:5]([C:1]([CH3:4])([CH3:2])[CH3:3])=[CH:10][C:9]=1[C:11]([C:12]#[N:13])([CH3:15])[CH3:14]. The catalyst class is: 79. (5) Product: [C:15]([O:14][C:12]([NH:11][C@H:10]([C:9]([NH:8][C:7]([CH3:25])([CH3:26])[C:6]([NH:5][C@H:4]([C:3]([OH:31])=[O:2])[CH:28]([CH3:29])[CH3:30])=[O:27])=[O:24])[CH2:19][O:20][CH2:21][CH:22]=[CH2:23])=[O:13])([CH3:16])([CH3:17])[CH3:18]. Reactant: C[O:2][C:3](=[O:31])[C@H:4]([CH:28]([CH3:30])[CH3:29])[NH:5][C:6](=[O:27])[C:7]([CH3:26])([CH3:25])[NH:8][C:9](=[O:24])[C@H:10]([CH2:19][O:20][CH2:21][CH:22]=[CH2:23])[NH:11][C:12]([O:14][C:15]([CH3:18])([CH3:17])[CH3:16])=[O:13].C([O-])(O)=O.[Na+]. The catalyst class is: 20. (6) Reactant: BrC1C=CC(F)=CC=1O.[CH3:10][O:11][C:12](=[O:23])[CH2:13][O:14][C:15]1[CH:20]=[C:19]([F:21])[CH:18]=[CH:17][C:16]=1[Br:22].BrCC(OC)=O.C(=O)([O-])[O-].[K+].[K+].O. Product: [CH3:10][O:11][C:12](=[O:23])[CH2:13][O:14][C:15]1[CH:20]=[C:19]([F:21])[CH:18]=[CH:17][C:16]=1[Br:22]. The catalyst class is: 163. (7) Reactant: [CH3:1][O:2][C:3]1[CH:4]=[C:5]2[C:10](=[CH:11][C:12]=1[O:13][CH3:14])[N:9]=[CH:8][N:7]=[C:6]2[O:15][C:16]1[CH:22]=[CH:21][C:19]([NH2:20])=[CH:18][CH:17]=1.[C:23]1([CH3:32])[C:24]([N:29]=[C:30]=[O:31])=[CH:25][CH:26]=[CH:27][CH:28]=1.CO. Product: [CH3:1][O:2][C:3]1[CH:4]=[C:5]2[C:10](=[CH:11][C:12]=1[O:13][CH3:14])[N:9]=[CH:8][N:7]=[C:6]2[O:15][C:16]1[CH:22]=[CH:21][C:19]([NH:20][C:30]([NH:29][C:24]2[CH:25]=[CH:26][CH:27]=[CH:28][C:23]=2[CH3:32])=[O:31])=[CH:18][CH:17]=1. The catalyst class is: 22. (8) The catalyst class is: 1. Product: [C:2]1([C:8]2[CH:17]=[CH:16][C:15]3[C:10](=[CH:11][C:12]([CH2:18][OH:19])=[CH:13][CH:14]=3)[N:9]=2)[CH:3]=[CH:4][CH:5]=[CH:6][CH:7]=1. Reactant: Cl.[C:2]1([C:8]2[CH:17]=[CH:16][C:15]3[C:10](=[CH:11][C:12]([C:18](O)=[O:19])=[CH:13][CH:14]=3)[N:9]=2)[CH:7]=[CH:6][CH:5]=[CH:4][CH:3]=1.[H-].[H-].[H-].[H-].[Li+].[Al+3]. (9) Reactant: [F:1][C:2]1[CH:11]=[C:10]2[C:5]([C:6](=[O:21])[CH:7]=[C:8]([C:12]([NH:14][CH:15]3[CH2:20][CH2:19][NH:18][CH2:17][CH2:16]3)=[O:13])[O:9]2)=[CH:4][CH:3]=1.[OH:22][C:23]1[CH:24]=[C:25]([CH:28]=[CH:29][CH:30]=1)[CH:26]=O.[BH-](OC(C)=O)(OC(C)=O)OC(C)=O.[Na+]. Product: [F:1][C:2]1[CH:11]=[C:10]2[C:5]([C:6](=[O:21])[CH:7]=[C:8]([C:12]([NH:14][CH:15]3[CH2:20][CH2:19][N:18]([CH2:26][C:25]4[CH:28]=[CH:29][CH:30]=[C:23]([OH:22])[CH:24]=4)[CH2:17][CH2:16]3)=[O:13])[O:9]2)=[CH:4][CH:3]=1. The catalyst class is: 1.